Dataset: Catalyst prediction with 721,799 reactions and 888 catalyst types from USPTO. Task: Predict which catalyst facilitates the given reaction. (1) Reactant: [N:1]1([CH2:7][CH2:8][C:9]2[N:14]=[C:13]([CH2:15]O)[CH:12]=[CH:11][CH:10]=2)[CH2:6][CH2:5][O:4][CH2:3][CH2:2]1.C(N(C(C)C)CC)(C)C.CS([Cl:30])(=O)=O. Product: [Cl:30][CH2:15][C:13]1[N:14]=[C:9]([CH2:8][CH2:7][N:1]2[CH2:6][CH2:5][O:4][CH2:3][CH2:2]2)[CH:10]=[CH:11][CH:12]=1. The catalyst class is: 4. (2) Reactant: [CH2:1]([N:3]([CH2:17][CH3:18])[CH2:4][CH2:5][CH2:6][O:7][C:8]1[CH:13]=[CH:12][C:11]([N+:14]([O-])=O)=[CH:10][CH:9]=1)[CH3:2].C[N:20]([CH:22]=O)C.[CH2:24]([O:31][C:32]1[CH:37]=[CH:36][C:35]([C:38](=O)[CH2:39]Br)=[CH:34][CH:33]=1)[C:25]1[CH:30]=[CH:29][CH:28]=[CH:27][CH:26]=1.CC[O:44][CH2:45][CH3:46]. The catalyst class is: 6. Product: [CH2:1]([N:3]([CH2:17][CH3:18])[CH2:4][CH2:5][CH2:6][O:7][C:8]1[CH:13]=[CH:12][C:11]([N:14]2[CH:39]=[C:38]([C:35]3[CH:36]=[CH:37][C:32]([O:31][CH2:24][C:25]4[CH:30]=[CH:29][C:28]([O:44][C:45]5[CH:46]=[CH:27][CH:26]=[CH:25][CH:24]=5)=[CH:27][CH:26]=4)=[CH:33][CH:34]=3)[N:20]=[C:22]2[CH2:34][CH:35]([CH3:38])[CH3:36])=[CH:10][CH:9]=1)[CH3:2]. (3) Reactant: [Si]([O:8][CH2:9][C@H:10]1[NH:14][CH:13]([C:15]2[C:16]([O:23]C)=[N:17][C:18]([O:21][CH3:22])=[CH:19][CH:20]=2)[C@@H:12]2[O:25]C(C)(C)[O:27][C@H:11]12)(C(C)(C)C)(C)C.B(Br)(Br)Br. Product: [OH:25][C@@H:12]1[C@H:11]([OH:27])[C@@H:10]([CH2:9][OH:8])[NH:14][C@H:13]1[C:15]1[C:16](=[O:23])[NH:17][C:18]([O:21][CH3:22])=[CH:19][CH:20]=1. The catalyst class is: 4. (4) Reactant: I[C:2]1[C:7]([O:8][C:9]2[C:18]3[C:13](=[CH:14][C:15]([O:21][CH3:22])=[C:16]([O:19][CH3:20])[CH:17]=3)[N:12]=[CH:11][CH:10]=2)=[CH:6][CH:5]=[C:4]([CH3:23])[N:3]=1.[C:24]1(/[CH:30]=[CH:31]/B(O)O)[CH:29]=[CH:28][CH:27]=[CH:26][CH:25]=1.C(=O)([O-])O.[Na+]. Product: [CH3:20][O:19][C:16]1[CH:17]=[C:18]2[C:13](=[CH:14][C:15]=1[O:21][CH3:22])[N:12]=[CH:11][CH:10]=[C:9]2[O:8][C:7]1[C:2]([CH:31]=[CH:30][C:24]2[CH:29]=[CH:28][CH:27]=[CH:26][CH:25]=2)=[N:3][C:4]([CH3:23])=[CH:5][CH:6]=1. The catalyst class is: 11. (5) Reactant: C[O-].[Li+].CO.[CH3:6][O:7][C:8]1[CH:9]=[C:10]([C:14]2[CH:23]=[CH:22][C:17]3[N:18]=[C:19]([CH3:21])[O:20][C:16]=3[CH:15]=2)[CH:11]=[N:12][CH:13]=1.CO[CH:26](OC)[N:27]([CH3:29])[CH3:28]. Product: [CH3:6][O:7][C:8]1[CH:9]=[C:10]([C:14]2[CH:23]=[CH:22][C:17]3[N:18]=[C:19](/[CH:21]=[CH:26]/[N:27]([CH3:29])[CH3:28])[O:20][C:16]=3[CH:15]=2)[CH:11]=[N:12][CH:13]=1. The catalyst class is: 35. (6) Reactant: [O:1]=[C:2]1[C:6]2=[CH:7][NH:8][C:9]3[CH:10]=[CH:11][CH:12]=[CH:13][C:14]=3[C:5]2=[N:4][N:3]1[C:15]1[CH:23]=[CH:22][C:18]([C:19]([OH:21])=O)=[CH:17][CH:16]=1.C(N1C=CN=C1)(N1C=CN=C1)=O.[NH2:36][C@H:37]([C:45]([OH:47])=[O:46])[CH2:38][C:39]1[CH:44]=[CH:43][CH:42]=[CH:41][CH:40]=1. Product: [O:1]=[C:2]1[C:6]2=[CH:7][NH:8][C:9]3[CH:10]=[CH:11][CH:12]=[CH:13][C:14]=3[C:5]2=[N:4][N:3]1[C:15]1[CH:16]=[CH:17][C:18]([C:19]([NH:36][CH:37]([CH2:38][C:39]2[CH:44]=[CH:43][CH:42]=[CH:41][CH:40]=2)[C:45]([OH:47])=[O:46])=[O:21])=[CH:22][CH:23]=1. The catalyst class is: 851. (7) Reactant: [C:1]([C:3]1[CH:4]=[C:5]([N+:15]([O-:17])=[O:16])[C:6]([C:12]([OH:14])=O)=[N:7][C:8]=1[O:9][CH2:10][CH3:11])#[N:2].O.ON1C2C=CC=CC=2N=N1.Cl.C(N=C=NCCCN(C)C)C.Cl.Cl.Cl.[N:44]1[CH:49]=[CH:48][CH:47]=[CH:46][C:45]=1[C:50]1[S:51][C:52]([CH2:55][N:56]2[CH2:61][CH2:60][CH:59]([CH2:62][NH2:63])[CH2:58][CH2:57]2)=[CH:53][N:54]=1.C(N(CC)C(C)C)(C)C. Product: [C:1]([C:3]1[CH:4]=[C:5]([N+:15]([O-:17])=[O:16])[C:6]([C:12]([NH:63][CH2:62][CH:59]2[CH2:60][CH2:61][N:56]([CH2:55][C:52]3[S:51][C:50]([C:45]4[CH:46]=[CH:47][CH:48]=[CH:49][N:44]=4)=[N:54][CH:53]=3)[CH2:57][CH2:58]2)=[O:14])=[N:7][C:8]=1[O:9][CH2:10][CH3:11])#[N:2]. The catalyst class is: 35. (8) Reactant: [NH2:1][C:2]1[CH:3]=[C:4]([C@H:21]2[CH2:23][C@H:22]2[C:24]([O:26][CH2:27][CH3:28])=[O:25])[CH:5]=[CH:6][C:7]=1[N:8]([CH:15]1[CH2:20][CH2:19][CH2:18][CH2:17][CH2:16]1)[CH2:9][CH2:10][C:11]([F:14])([F:13])[F:12].[C:29](Cl)(=O)[O:30]C1C=CC([N+]([O-])=O)=CC=1.[NH2:42][C:43]1[CH:48]=[CH:47][C:46]([CH3:49])=[CH:45][CH:44]=1.C(N(CC)CC)C. Product: [CH:15]1([N:8]([CH2:9][CH2:10][C:11]([F:12])([F:13])[F:14])[C:7]2[CH:6]=[CH:5][C:4]([C@H:21]3[CH2:23][C@H:22]3[C:24]([O:26][CH2:27][CH3:28])=[O:25])=[CH:3][C:2]=2[NH:1][C:29]([NH:42][C:43]2[CH:48]=[CH:47][C:46]([CH3:49])=[CH:45][CH:44]=2)=[O:30])[CH2:20][CH2:19][CH2:18][CH2:17][CH2:16]1. The catalyst class is: 1. (9) Reactant: [O:1]1[CH2:5][CH2:4][O:3][CH:2]1[C:6]1[O:10][C:9]([CH2:11][CH:12]=O)=[CH:8][CH:7]=1.[NH2:14][C:15]1[CH:20]=[CH:19][CH:18]=[CH:17][CH:16]=1.O1CCCC1.C(=O)(O)[O-].[Na+]. Product: [O:3]1[CH2:4][CH2:5][O:1][CH:2]1[C:6]1[O:10][C:9]([CH2:11][CH2:12][NH:14][C:15]2[CH:20]=[CH:19][CH:18]=[CH:17][CH:16]=2)=[CH:8][CH:7]=1. The catalyst class is: 15. (10) Reactant: Br[C:2]1[CH:15]=[CH:14][CH:13]=[C:12]([O:16][CH3:17])[C:3]=1[CH2:4][CH:5]1[CH2:9][O:8][C:7]([CH3:11])([CH3:10])[O:6]1.C([Li])CCC.[CH3:23][N:24]([CH3:28])[C:25](Cl)=[O:26].[NH4+]. Product: [CH3:10][C:7]1([CH3:11])[O:6][CH:5]([CH2:4][C:3]2[C:12]([O:16][CH3:17])=[CH:13][CH:14]=[CH:15][C:2]=2[C:25]([N:24]([CH3:28])[CH3:23])=[O:26])[CH2:9][O:8]1. The catalyst class is: 30.